From a dataset of Full USPTO retrosynthesis dataset with 1.9M reactions from patents (1976-2016). Predict the reactants needed to synthesize the given product. Given the product [CH3:22][C:19]1[CH:18]=[CH:17][C:16]([N:13]2[CH2:12][CH2:11][N:10]([C:8]([C:3]3([CH:2]=[O:1])[CH2:4][CH2:5][CH2:6][CH2:7]3)=[O:9])[CH2:15][CH2:14]2)=[CH:21][CH:20]=1, predict the reactants needed to synthesize it. The reactants are: [OH:1][CH2:2][C:3]1([C:8]([N:10]2[CH2:15][CH2:14][N:13]([C:16]3[CH:21]=[CH:20][C:19]([CH3:22])=[CH:18][CH:17]=3)[CH2:12][CH2:11]2)=[O:9])[CH2:7][CH2:6][CH2:5][CH2:4]1.CC(OI1(OC(C)=O)(OC(C)=O)OC(=O)C2C=CC=CC1=2)=O.